This data is from Full USPTO retrosynthesis dataset with 1.9M reactions from patents (1976-2016). The task is: Predict the reactants needed to synthesize the given product. Given the product [CH2:1]([N:8]1[CH2:9][CH2:10][C:11]([C:14]2[CH:19]=[CH:18][N:17]=[CH:16][CH:15]=2)([NH2:20])[CH2:12][CH2:13]1)[C:2]1[CH:7]=[CH:6][CH:5]=[CH:4][CH:3]=1, predict the reactants needed to synthesize it. The reactants are: [CH2:1]([N:8]1[CH2:13][CH2:12][C:11]([NH:20]C(=O)OC)([C:14]2[CH:19]=[CH:18][N:17]=[CH:16][CH:15]=2)[CH2:10][CH2:9]1)[C:2]1[CH:7]=[CH:6][CH:5]=[CH:4][CH:3]=1.[OH-].[K+].